This data is from Full USPTO retrosynthesis dataset with 1.9M reactions from patents (1976-2016). The task is: Predict the reactants needed to synthesize the given product. (1) Given the product [CH:24]1([N:7]([C@H:1]2[CH2:2][CH2:3][C@H:4]([CH3:44])[CH2:5][CH2:6]2)[C:8](=[O:23])[NH:9][C:10]2[S:11][C:12]([S:15]([NH:18][C:19]3([C:20]([OH:22])=[O:21])[CH2:31][CH2:30]3)(=[O:16])=[O:17])=[CH:13][N:14]=2)[CH2:29][CH2:28][CH2:27][CH2:26][CH2:25]1, predict the reactants needed to synthesize it. The reactants are: [CH:1]1([N:7]([CH:24]2[CH2:29][CH2:28][CH2:27][CH2:26][CH2:25]2)[C:8](=[O:23])[NH:9][C:10]2[S:11][C:12]([S:15]([NH:18][CH2:19][C:20]([OH:22])=[O:21])(=[O:17])=[O:16])=[CH:13][N:14]=2)[CH2:6][CH2:5][CH2:4][CH2:3][CH2:2]1.[CH:30]1(N[C@H]2CC[C@H](C)CC2)CCCC[CH2:31]1.[CH2:44](OC(C1(NS(C2SC(N)=NC=2)(=O)=O)CC1)=O)C. (2) Given the product [CH3:19][N:16]1[CH2:17][CH2:18][N:13]([C:11]2[CH:10]=[CH:9][N:8]=[C:7]([C:5]3[S:6][C:2]([C:21]#[N:22])=[CH:3][CH:4]=3)[CH:12]=2)[CH2:14][CH2:15]1, predict the reactants needed to synthesize it. The reactants are: Br[C:2]1[S:6][C:5]([C:7]2[CH:12]=[C:11]([N:13]3[CH2:18][CH2:17][N:16]([CH3:19])[CH2:15][CH2:14]3)[CH:10]=[CH:9][N:8]=2)=[CH:4][CH:3]=1.[Cu][C:21]#[N:22].CCOC(C)=O. (3) Given the product [F:1][C:2]1[CH:19]=[CH:18][C:5]([C:6]([N:8]2[CH2:13][CH2:12][CH2:11][C@H:10]([C:14]3[N:15]=[C:27]([C:24]4[CH:23]=[CH:22][C:21]([F:20])=[CH:26][N:25]=4)[O:17][N:16]=3)[CH2:9]2)=[O:7])=[CH:4][CH:3]=1, predict the reactants needed to synthesize it. The reactants are: [F:1][C:2]1[CH:19]=[CH:18][C:5]([C:6]([N:8]2[CH2:13][CH2:12][CH2:11][C@H:10]([C:14]([NH:16][OH:17])=[NH:15])[CH2:9]2)=[O:7])=[CH:4][CH:3]=1.[F:20][C:21]1[CH:22]=[CH:23][C:24]([C:27](O)=O)=[N:25][CH:26]=1.C1C=NC2N(O)N=NC=2C=1.CCN=C=NCCCN(C)C.Cl. (4) Given the product [F:23][C:19]1([F:24])[CH2:20][CH2:21][CH2:22][C@@H:17]([C@@:7]([OH:6])([C:11]2[CH:16]=[CH:15][CH:14]=[CH:13][CH:12]=2)[C:8]([OH:10])=[O:9])[CH2:18]1, predict the reactants needed to synthesize it. The reactants are: C(C1[O:9][C:8](=[O:10])[C@@:7]([C@@H:17]2[CH2:22][CH2:21][CH2:20][C:19]([F:24])([F:23])[CH2:18]2)([C:11]2[CH:16]=[CH:15][CH:14]=[CH:13][CH:12]=2)[O:6]1)(C)(C)C.[OH-].[Na+]. (5) Given the product [Cl:28][C:23]1[CH:22]=[C:21]([NH:20][C:3]2[C:8]3=[C:9]([CH2:12][N:13]4[CH2:16][CH2:17][CH:36]([NH:35][C:34](=[O:42])[O:33][C:29]([CH3:32])([CH3:31])[CH3:30])[CH2:19][CH2:18]4)[CH:10]=[CH:11][N:7]3[N:6]=[CH:5][N:4]=2)[CH:26]=[CH:25][C:24]=1[OH:27], predict the reactants needed to synthesize it. The reactants are: [Br-].Cl[C:3]1[C:8]2=[C:9]([CH2:12][N+:13]([CH2:18][CH3:19])([CH2:16][CH3:17])CC)[CH:10]=[CH:11][N:7]2[N:6]=[CH:5][N:4]=1.[NH2:20][C:21]1[CH:26]=[CH:25][C:24]([OH:27])=[C:23]([Cl:28])[CH:22]=1.[C:29]([O:33][C:34](=[O:42])[NH:35][CH:36]1CCNCC1)([CH3:32])([CH3:31])[CH3:30].FC(F)(F)C(O)=O. (6) Given the product [CH:1]1([O:6][C:17]2[S:16][C:15]([C:22]3[CH:26]=[CH:25][NH:24][N:23]=3)=[C:14]3[CH2:27][C:10]([CH3:29])([CH3:9])[CH2:11][C:12](=[O:28])[C:13]=23)[CH2:5][CH2:4][CH2:3][CH2:2]1, predict the reactants needed to synthesize it. The reactants are: [CH:1]1([OH:6])[CH2:5][CH2:4][CH2:3][CH2:2]1.[H-].[Na+].[CH3:9][C:10]1([CH3:29])[CH2:27][C:14]2=[C:15]([C:22]3[CH:26]=[CH:25][NH:24][N:23]=3)[S:16][C:17](S(C)(=O)=O)=[C:13]2[C:12](=[O:28])[CH2:11]1. (7) Given the product [O:1]1[C:5]2[CH:6]=[CH:7][C:8]([C:10]3([C:13]([NH:15][C:16]4[CH:17]=[C:18]([C:37]5[CH:38]=[CH:33][CH:34]=[C:35]([C:39]6[N:40]=[N:41][NH:42][N:43]=6)[CH:36]=5)[C:19]([CH3:22])=[CH:20][CH:21]=4)=[O:14])[CH2:12][CH2:11]3)=[CH:9][C:4]=2[O:3][CH2:2]1, predict the reactants needed to synthesize it. The reactants are: [O:1]1[C:5]2[CH:6]=[CH:7][C:8]([C:10]3([C:13]([NH:15][C:16]4[CH:21]=[CH:20][C:19]([CH3:22])=[C:18](B5OC(C)(C)C(C)(C)O5)[CH:17]=4)=[O:14])[CH2:12][CH2:11]3)=[CH:9][C:4]=2[O:3][CH2:2]1.Br[C:33]1[CH:34]=[C:35]([C:39]2[NH:43][N:42]=[N:41][N:40]=2)[CH:36]=[CH:37][CH:38]=1.C(=O)([O-])[O-].[K+].[K+].